From a dataset of Full USPTO retrosynthesis dataset with 1.9M reactions from patents (1976-2016). Predict the reactants needed to synthesize the given product. (1) Given the product [CH2:40]([O:31][C:30](=[O:32])[C:29]1[CH:33]=[CH:34][C:26]([NH:25][C:23]([C:20]2[CH:21]=[CH:22][C:17]3[O:16][CH2:15][CH2:14][N:13]([S:10]([C:6]4[CH:7]=[CH:8][CH:9]=[C:4]([O:3][CH:2]([F:1])[F:36])[CH:5]=4)(=[O:12])=[O:11])[C:18]=3[CH:19]=2)=[O:24])=[CH:27][C:28]=1[F:35])[CH3:45], predict the reactants needed to synthesize it. The reactants are: [F:1][CH:2]([F:36])[O:3][C:4]1[CH:5]=[C:6]([S:10]([N:13]2[C:18]3[CH:19]=[C:20]([C:23]([NH:25][C:26]4[CH:34]=[CH:33][C:29]([C:30]([OH:32])=[O:31])=[C:28]([F:35])[CH:27]=4)=[O:24])[CH:21]=[CH:22][C:17]=3[O:16][CH2:15][CH2:14]2)(=[O:12])=[O:11])[CH:7]=[CH:8][CH:9]=1.FC(F)O[C:40]1C=C(S(Cl)(=O)=O)C=C[CH:45]=1. (2) Given the product [CH3:50][O:47][C:45]([C@H:42]1[CH2:43][CH2:44][C@H:39]([CH2:37][N:12]2[C:13]3[C:18]([CH3:19])=[CH:17][C:16]([CH3:20])=[CH:15][C:14]=3[C@@H:8]([N:7]([CH2:6][C:5]3[CH:27]=[C:28]([C:30]([F:33])([F:32])[F:31])[CH:29]=[C:3]([C:2]([F:34])([F:1])[F:35])[CH:4]=3)[C:21]3[N:22]=[N:23][N:24]([CH3:26])[N:25]=3)[CH2:9][CH2:10][CH2:11]2)[CH2:40][CH2:41]1)=[O:46], predict the reactants needed to synthesize it. The reactants are: [F:1][C:2]([F:35])([F:34])[C:3]1[CH:4]=[C:5]([CH:27]=[C:28]([C:30]([F:33])([F:32])[F:31])[CH:29]=1)[CH2:6][N:7]([C:21]1[N:22]=[N:23][N:24]([CH3:26])[N:25]=1)[C@@H:8]1[C:14]2[CH:15]=[C:16]([CH3:20])[CH:17]=[C:18]([CH3:19])[C:13]=2[NH:12][CH2:11][CH2:10][CH2:9]1.[Na].[CH:37]([C@H:39]1[CH2:44][CH2:43][C@H:42]([C:45]([O-:47])=[O:46])[CH2:41][CH2:40]1)=O.[NH4+].[Cl-].[C:50]1(C)C=CC=CC=1. (3) Given the product [CH2:37]([C@H:21]([NH:20][C:15]([C:12]1[N:9]2[CH2:10][CH2:11][N:6]([CH:3]([CH2:1][CH3:2])[CH2:4][CH3:5])[C:7](=[O:18])[C:8]2=[CH:14][CH:13]=1)=[O:17])[C@H:22]([OH:36])[CH2:23][NH:24][CH2:25][C:26]1[CH:31]=[CH:30][CH:29]=[C:28]([C:32]([F:33])([F:34])[F:35])[CH:27]=1)[C:38]1[CH:43]=[CH:42][CH:41]=[CH:40][CH:39]=1, predict the reactants needed to synthesize it. The reactants are: [CH2:1]([CH:3]([N:6]1[CH2:11][CH2:10][N:9]2[C:12]([C:15]([OH:17])=O)=[CH:13][CH:14]=[C:8]2[C:7]1=[O:18])[CH2:4][CH3:5])[CH3:2].Cl.[NH2:20][C@@H:21]([CH2:37][C:38]1[CH:43]=[CH:42][CH:41]=[CH:40][CH:39]=1)[C@H:22]([OH:36])[CH2:23][NH:24][CH2:25][C:26]1[CH:31]=[CH:30][CH:29]=[C:28]([C:32]([F:35])([F:34])[F:33])[CH:27]=1.CN(C)CCCN=C=NCC.C(N(CC)C(C)C)(C)C. (4) Given the product [N:1]1[CH:6]=[CH:5][N:4]=[CH:3][C:2]=1[C:7]#[C:8][C:9]12[CH2:18][CH:13]3[CH2:14][CH:15]([CH2:17][C:11]([NH2:19])([CH2:12]3)[CH2:10]1)[CH2:16]2, predict the reactants needed to synthesize it. The reactants are: [N:1]1[CH:6]=[CH:5][N:4]=[CH:3][C:2]=1[C:7]#[C:8][C:9]12[CH2:18][CH:13]3[CH2:14][CH:15]([CH2:17][C:11]([NH:19]C(=O)OC(C)(C)C)([CH2:12]3)[CH2:10]1)[CH2:16]2.C(O)(C(F)(F)F)=O.